From a dataset of Peptide-MHC class II binding affinity with 134,281 pairs from IEDB. Regression. Given a peptide amino acid sequence and an MHC pseudo amino acid sequence, predict their binding affinity value. This is MHC class II binding data. (1) The binding affinity (normalized) is 0. The peptide sequence is ILFSYFQDLVITLPF. The MHC is H-2-IAb with pseudo-sequence H-2-IAb. (2) The peptide sequence is CGMFTNRSGSQQW. The MHC is H-2-IAd with pseudo-sequence H-2-IAd. The binding affinity (normalized) is 0.135. (3) The peptide sequence is RRIFGVFKNPCTSHG. The MHC is DRB1_0405 with pseudo-sequence DRB1_0405. The binding affinity (normalized) is 0.605. (4) The peptide sequence is LDLGGFSPELSDKYS. The MHC is DRB1_0101 with pseudo-sequence DRB1_0101. The binding affinity (normalized) is 0.192. (5) The peptide sequence is FWRGENGRKTRSAYE. The MHC is DRB1_1501 with pseudo-sequence DRB1_1501. The binding affinity (normalized) is 0.0651. (6) The peptide sequence is KAFVLDSDNLIPKVV. The MHC is DRB1_0405 with pseudo-sequence DRB1_0405. The binding affinity (normalized) is 0.662.